This data is from Forward reaction prediction with 1.9M reactions from USPTO patents (1976-2016). The task is: Predict the product of the given reaction. (1) Given the reactants [CH2:1]([O:3][C:4]([C:6]1[C:7](=[O:23])[C:8]2[C:13]([C:14]=1[C:15]1[CH:20]=[CH:19][CH:18]=[CH:17][CH:16]=1)=[CH:12][CH:11]=[C:10]([O:21][CH3:22])[CH:9]=2)=[O:5])[CH3:2].[CH:24]1([Mg]Cl)[CH2:29][CH2:28][CH2:27][CH2:26][CH2:25]1, predict the reaction product. The product is: [CH2:1]([O:3][C:4]([C:6]1[C:7]([CH:24]2[CH2:29][CH2:28][CH2:27][CH2:26][CH2:25]2)([OH:23])[C:8]2[C:13]([C:14]=1[C:15]1[CH:20]=[CH:19][CH:18]=[CH:17][CH:16]=1)=[CH:12][CH:11]=[C:10]([O:21][CH3:22])[CH:9]=2)=[O:5])[CH3:2]. (2) Given the reactants [CH:1]([N:4]1[C:8]([C:9]2[N:18]=[C:17]3[N:11]([CH2:12][CH2:13][O:14][C:15]4[CH:22]=[C:21](O)[N:20]=[CH:19][C:16]=43)[CH:10]=2)=[N:7][CH:6]=[N:5]1)([CH3:3])[CH3:2].C(OC([N:31]1[CH2:35][C@H:34]([C:36]#[N:37])[CH2:33][C@H:32]1[C:38](=[O:40])[NH2:39])=O)(C)(C)C.CO, predict the reaction product. The product is: [C:36]([C@H:34]1[CH2:35][N:31]([C:21]2[N:20]=[CH:19][C:16]3[C:17]4[N:11]([CH:10]=[C:9]([C:8]5[N:4]([CH:1]([CH3:2])[CH3:3])[N:5]=[CH:6][N:7]=5)[N:18]=4)[CH2:12][CH2:13][O:14][C:15]=3[CH:22]=2)[C@H:32]([C:38]([NH2:39])=[O:40])[CH2:33]1)#[N:37]. (3) Given the reactants [CH2:1]([C@@:4]1([C:20]2[CH:25]=[CH:24][CH:23]=[CH:22][CH:21]=2)[O:9][C:8](=[O:10])[N:7]([C@H:11]([C:13]2[CH:18]=[CH:17][C:16]([Br:19])=[CH:15][CH:14]=2)[CH3:12])[CH2:6][CH2:5]1)[CH:2]=C.[O:26]=[O+][O-].[BH4-].[Na+], predict the reaction product. The product is: [Br:19][C:16]1[CH:17]=[CH:18][C:13]([C@@H:11]([N:7]2[CH2:6][CH2:5][C@:4]([CH2:1][CH2:2][OH:26])([C:20]3[CH:21]=[CH:22][CH:23]=[CH:24][CH:25]=3)[O:9][C:8]2=[O:10])[CH3:12])=[CH:14][CH:15]=1. (4) Given the reactants [CH2:1]([C:3]1[N:13]([CH2:14][C:15]2[CH:20]=[CH:19][C:18](/[CH:21]=[CH:22]/[CH2:23]O)=[CH:17][CH:16]=2)[C:6]2=[N:7][C:8]([CH3:12])=[CH:9][C:10]([CH3:11])=[C:5]2[N:4]=1)[CH3:2].[C:25]([O:29][C:30](=[O:39])[NH:31][CH2:32][CH:33]1[O:38][CH2:37][CH2:36][NH:35][CH2:34]1)([CH3:28])([CH3:27])[CH3:26], predict the reaction product. The product is: [C:25]([O:29][C:30](=[O:39])[NH:31][CH2:32][CH:33]1[O:38][CH2:37][CH2:36][N:35]([CH2:23]/[CH:22]=[CH:21]/[C:18]2[CH:19]=[CH:20][C:15]([CH2:14][N:13]3[C:6]4=[N:7][C:8]([CH3:12])=[CH:9][C:10]([CH3:11])=[C:5]4[N:4]=[C:3]3[CH2:1][CH3:2])=[CH:16][CH:17]=2)[CH2:34]1)([CH3:28])([CH3:26])[CH3:27]. (5) Given the reactants [CH3:1][N:2]1[CH:6]=[C:5]([C:7]2[CH:12]=[C:11]([O:13][C:14]3[CH:15]=[CH:16][C:17]([NH2:20])=[N:18][CH:19]=3)[CH:10]=[CH:9][N:8]=2)[CH:4]=[N:3]1.[CH3:21][C:22]1([CH3:37])[CH2:27][CH:26]([N:28]2[CH2:32][CH2:31][N:30]([C:33](Cl)=[O:34])[C:29]2=[O:36])[CH2:25][CH2:24][O:23]1, predict the reaction product. The product is: [CH3:21][C:22]1([CH3:37])[CH2:27][CH:26]([N:28]2[CH2:32][CH2:31][N:30]([C:33]([NH:20][C:17]3[CH:16]=[CH:15][C:14]([O:13][C:11]4[CH:10]=[CH:9][N:8]=[C:7]([C:5]5[CH:4]=[N:3][N:2]([CH3:1])[CH:6]=5)[CH:12]=4)=[CH:19][N:18]=3)=[O:34])[C:29]2=[O:36])[CH2:25][CH2:24][O:23]1.